Dataset: Full USPTO retrosynthesis dataset with 1.9M reactions from patents (1976-2016). Task: Predict the reactants needed to synthesize the given product. (1) Given the product [N:3]1([C:1]([N:24]2[CH2:25][C:26]3[C:35](=[O:36])[C:34]4[CH:33]=[CH:32][CH:31]=[CH:30][C:29]=4[NH:28][C:27]=3[CH:23]2[C:18]2[CH:19]=[CH:20][C:21]3[O:22][CH2:14][O:15][C:16]=3[CH:17]=2)=[S:2])[CH:7]=[CH:6][N:5]=[CH:4]1, predict the reactants needed to synthesize it. The reactants are: [C:1](N1C=CN=C1)([N:3]1[CH:7]=[CH:6][N:5]=[CH:4]1)=[S:2].Cl.[CH2:14]1[O:22][C:21]2[CH:20]=[CH:19][C:18]([CH:23]3[C:27]4[NH:28][C:29]5[CH:30]=[CH:31][CH:32]=[CH:33][C:34]=5[C:35](=[O:36])[C:26]=4[CH2:25][NH:24]3)=[CH:17][C:16]=2[O:15]1. (2) Given the product [CH:1]1[CH:6]=[C:5]([C:7]([C:8]2[CH:9]=[C:10]([I:16])[C:11]([O-:12])=[C:13]([I:15])[CH:14]=2)=[C:17]2[CH:18]=[C:19]([I:25])[C:20](=[O:24])[C:21]([I:23])=[CH:22]2)[C:4]([C:26]([O-:28])=[O:27])=[CH:3][CH:2]=1.[Na+:29].[Na+:29].[CH2:45]([O:47][C:48]([N:50]1[CH2:51][CH2:52][N:53]([C:39](=[O:41])[C@H:37]([CH2:36][C:35]2[CH:42]=[CH:43][CH:44]=[C:33]([C:31]#[N:32])[CH:34]=2)[NH2:38])[CH2:54][CH2:55]1)=[O:49])[CH3:46], predict the reactants needed to synthesize it. The reactants are: [CH:1]1[CH:6]=[C:5]([C:7]([C:17]2[CH:22]=[C:21]([I:23])[C:20]([O-:24])=[C:19]([I:25])[CH:18]=2)=[C:8]2[CH:14]=[C:13]([I:15])[C:11](=[O:12])[C:10]([I:16])=[CH:9]2)[C:4]([C:26]([O-:28])=[O:27])=[CH:3][CH:2]=1.[Na+:29].[Na+].[C:31]([C:33]1[CH:34]=[C:35]([CH:42]=[CH:43][CH:44]=1)[CH2:36][C@@H:37]([C:39]([OH:41])=O)[NH2:38])#[N:32].[CH2:45]([O:47][C:48]([N:50]1[CH2:55][CH2:54][NH:53][CH2:52][CH2:51]1)=[O:49])[CH3:46].ON1C2C=CC=CC=2N=N1.C1(N=C=NC2CCCCC2)CCCCC1. (3) Given the product [Cl:27][C:28]1[CH:29]=[C:30]([C:2]2[CH:7]=[CH:6][CH:5]=[C:4]([C:8]3[N:12]([CH3:13])[N:11]=[C:10]([C:14]([N:16]4[CH2:20][CH2:19][CH:18]([N:21]([CH2:22][CH3:23])[CH2:24][CH3:25])[CH2:17]4)=[O:15])[C:9]=3[CH3:26])[CH:3]=2)[CH:31]=[CH:32][C:33]=1[Cl:34], predict the reactants needed to synthesize it. The reactants are: Br[C:2]1[CH:3]=[C:4]([C:8]2[N:12]([CH3:13])[N:11]=[C:10]([C:14]([N:16]3[CH2:20][CH2:19][CH:18]([N:21]([CH2:24][CH3:25])[CH2:22][CH3:23])[CH2:17]3)=[O:15])[C:9]=2[CH3:26])[CH:5]=[CH:6][CH:7]=1.[Cl:27][C:28]1[CH:29]=[C:30](B(O)O)[CH:31]=[CH:32][C:33]=1[Cl:34]. (4) The reactants are: [C:1]1([S:7]([CH2:10][F:11])(=[O:9])=[O:8])[CH:6]=[CH:5][CH:4]=[CH:3][CH:2]=1.P(Cl)(=O)(OCC)OCC.O1CCCC1.C[Si](C)(C)[N-][Si](C)(C)C.[Li+].O=[C:37]1[CH2:40][N:39]([C:41]([O:43][C:44]([CH3:47])([CH3:46])[CH3:45])=[O:42])[CH2:38]1.[Cl-].[NH4+]. Given the product [F:11][C:10](=[C:37]1[CH2:38][N:39]([C:41]([O:43][C:44]([CH3:47])([CH3:46])[CH3:45])=[O:42])[CH2:40]1)[S:7]([C:1]1[CH:2]=[CH:3][CH:4]=[CH:5][CH:6]=1)(=[O:9])=[O:8], predict the reactants needed to synthesize it.